This data is from Aqueous solubility values for 9,982 compounds from the AqSolDB database. The task is: Regression/Classification. Given a drug SMILES string, predict its absorption, distribution, metabolism, or excretion properties. Task type varies by dataset: regression for continuous measurements (e.g., permeability, clearance, half-life) or binary classification for categorical outcomes (e.g., BBB penetration, CYP inhibition). For this dataset (solubility_aqsoldb), we predict Y. (1) The drug is Nc1ccc(S(=O)(=O)Nc2ncccn2)cc1. The Y is -2.16 log mol/L. (2) The Y is -2.05 log mol/L. The compound is COc1cc(C(=O)O)ccc1O.